This data is from Forward reaction prediction with 1.9M reactions from USPTO patents (1976-2016). The task is: Predict the product of the given reaction. (1) The product is: [NH2:1][C:2]1[C:7]([NH2:8])=[C:6]([O:11][CH2:12][CH2:13][C:14]2[CH:15]=[CH:16][CH:17]=[CH:18][CH:19]=2)[CH:5]=[CH:4][N:3]=1. Given the reactants [NH2:1][C:2]1[C:7]([N+:8]([O-])=O)=[C:6]([O:11][CH2:12][CH2:13][C:14]2[CH:19]=[CH:18][CH:17]=[CH:16][CH:15]=2)[CH:5]=[CH:4][N:3]=1.O.NN, predict the reaction product. (2) Given the reactants Cl.[C:2]([C:4]1[C:5](O)=[C:6]([C:10]2[N:20]=[CH:19][CH:18]=[CH:17][C:11]=2[C:12]([O:14][CH2:15][CH3:16])=[O:13])[CH:7]=[CH:8][CH:9]=1)#[N:3].CS([O:26][CH2:27][CH2:28][C:29]1[CH:34]=[C:33]([CH3:35])[CH:32]=[CH:31][C:30]=1[CH3:36])(=O)=O.C(=O)([O-])[O-].[K+].[K+], predict the reaction product. The product is: [C:2]([C:4]1[CH:5]=[C:6]([C:10]2[N:20]=[CH:19][CH:18]=[CH:17][C:11]=2[C:12]([O:14][CH2:15][CH3:16])=[O:13])[CH:7]=[CH:8][C:9]=1[O:26][CH2:27][CH2:28][C:29]1[CH:34]=[C:33]([CH3:35])[CH:32]=[CH:31][C:30]=1[CH3:36])#[N:3]. (3) Given the reactants [C:1]([N:4]1[CH2:9][CH2:8][N:7]([C:10]2[CH:15]=[CH:14][C:13]([NH:16][C:17]([C:19]3[O:23][C:22]([NH:24][C:25]4[CH:26]=[C:27]([C:31]5[CH:36]=[CH:35][C:34]([C:37]([O:39]C)=[O:38])=[CH:33][CH:32]=5)[CH:28]=[CH:29][CH:30]=4)=[N:21][N:20]=3)=[O:18])=[CH:12][CH:11]=2)[CH2:6][CH2:5]1)(=[O:3])[CH3:2].C(C1C=CC(NC2OC(C(NC3C=CC([C@H]4CC[C@H](CC(OC)=O)CC4)=CC=3)=O)=NN=2)=CC=1)C, predict the reaction product. The product is: [C:1]([N:4]1[CH2:9][CH2:8][N:7]([C:10]2[CH:11]=[CH:12][C:13]([NH:16][C:17]([C:19]3[O:23][C:22]([NH:24][C:25]4[CH:26]=[C:27]([C:31]5[CH:32]=[CH:33][C:34]([C:37]([OH:39])=[O:38])=[CH:35][CH:36]=5)[CH:28]=[CH:29][CH:30]=4)=[N:21][N:20]=3)=[O:18])=[CH:14][CH:15]=2)[CH2:6][CH2:5]1)(=[O:3])[CH3:2]. (4) Given the reactants [F-].C([N+](CCCC)(CCCC)CCCC)CCC.[CH2:19]([O:26][C:27]([NH:29][CH2:30][C@H:31]([O:107][Si](C(C)(C)C)(C)C)[CH2:32][C@H:33]([NH:99][C:100]([O:102][C:103]([CH3:106])([CH3:105])[CH3:104])=[O:101])[C:34]([NH:36][C@@H:37]([CH2:48][C:49]1[CH:50]=[C:51]([C:63]2[CH:68]=[CH:67][C:66]([O:69][CH2:70][C:71]3[CH:76]=[CH:75][CH:74]=[CH:73][CH:72]=3)=[C:65]([CH2:77][C@H:78]([NH:88][C:89]([O:91][CH2:92][C:93]3[CH:98]=[CH:97][CH:96]=[CH:95][CH:94]=3)=[O:90])[C:79]([O:81]CC[Si](C)(C)C)=[O:80])[CH:64]=2)[CH:52]=[CH:53][C:54]=1[O:55][CH2:56][C:57]1[CH:62]=[CH:61][CH:60]=[CH:59][CH:58]=1)[C:38]([O:40][CH2:41][C:42]1[CH:47]=[CH:46][CH:45]=[CH:44][CH:43]=1)=[O:39])=[O:35])=[O:28])[C:20]1[CH:25]=[CH:24][CH:23]=[CH:22][CH:21]=1.C(OCC)(=O)C.Cl, predict the reaction product. The product is: [CH2:92]([O:91][C:89]([NH:88][C@@H:78]([CH2:77][C:65]1[CH:64]=[C:63]([C:51]2[CH:52]=[CH:53][C:54]([O:55][CH2:56][C:57]3[CH:62]=[CH:61][CH:60]=[CH:59][CH:58]=3)=[C:49]([CH2:48][C@@H:37]([C:38]([O:40][CH2:41][C:42]3[CH:43]=[CH:44][CH:45]=[CH:46][CH:47]=3)=[O:39])[NH:36][C:34](=[O:35])[C@@H:33]([NH:99][C:100]([O:102][C:103]([CH3:104])([CH3:106])[CH3:105])=[O:101])[CH2:32][C@@H:31]([OH:107])[CH2:30][NH:29][C:27]([O:26][CH2:19][C:20]3[CH:21]=[CH:22][CH:23]=[CH:24][CH:25]=3)=[O:28])[CH:50]=2)[CH:68]=[CH:67][C:66]=1[O:69][CH2:70][C:71]1[CH:72]=[CH:73][CH:74]=[CH:75][CH:76]=1)[C:79]([OH:81])=[O:80])=[O:90])[C:93]1[CH:98]=[CH:97][CH:96]=[CH:95][CH:94]=1. (5) Given the reactants [CH2:1]([O:3][Si:4]([C:11]12[CH2:17][CH:14]([CH2:15][CH2:16]1)[CH:13]=[CH:12]2)([O:8][CH2:9][CH3:10])[O:5][CH2:6][CH3:7])[CH3:2].C([SiH](CC)CC)C.C(O)C.[C:28]1(C)[CH:33]=CC=[CH:30][CH:29]=1, predict the reaction product. The product is: [CH2:33]([C:11]12[CH2:17][CH:14]([CH2:15][CH2:16]1)[CH:13]=[CH:12]2)[CH2:28][CH2:29][CH3:30].[CH2:6]([O:5][Si:4]([C:11]12[CH2:17][CH:14]([CH2:15][CH2:16]1)[CH:13]=[CH:12]2)([O:8][CH2:9][CH3:10])[O:3][CH2:1][CH3:2])[CH3:7]. (6) Given the reactants [O:1]1CCO[CH:2]1[CH2:6][N:7]1[C:12](=[O:13])[CH:11]=[N:10][C:9]2[CH:14]=[CH:15][C:16]([N:18]3[CH:22]=[N:21][CH:20]=[N:19]3)=[N:17][C:8]1=2.FC(F)(F)C(O)=O.C(=O)([O-])O.[Na+].[OH-].[Na+], predict the reaction product. The product is: [O:13]=[C:12]1[N:7]([CH2:6][CH:2]=[O:1])[C:8]2[N:17]=[C:16]([N:18]3[CH:22]=[N:21][CH:20]=[N:19]3)[CH:15]=[CH:14][C:9]=2[N:10]=[CH:11]1.